Dataset: Reaction yield outcomes from USPTO patents with 853,638 reactions. Task: Predict the reaction yield, written as a fraction of the theoretical maximum amount of product (1.0 means a 100% yield; for example, 0.34 means a 34% yield). (1) The reactants are [CH3:1][C:2]1[CH:8]=[C:7]([CH3:9])[C:6]([N+:10]([O-:12])=[O:11])=[CH:5][C:3]=1[NH2:4].[N:13]([O-])=O.[Na+]. The catalyst is C(O)(=O)C.O. The product is [CH3:9][C:7]1[CH:8]=[C:2]2[C:3](=[CH:5][C:6]=1[N+:10]([O-:12])=[O:11])[NH:4][N:13]=[CH:1]2. The yield is 0.581. (2) The reactants are Br[CH2:2][C:3]1[CH:8]=[C:7]([N+:9]([O-:11])=[O:10])[CH:6]=[CH:5][C:4]=1[F:12].[CH3:13][N:14]1[CH2:19][CH2:18][NH:17][CH2:16][CH2:15]1.CCN(C(C)C)C(C)C. The catalyst is C1COCC1. The product is [F:12][C:4]1[CH:5]=[CH:6][C:7]([N+:9]([O-:11])=[O:10])=[CH:8][C:3]=1[CH2:2][N:17]1[CH2:18][CH2:19][N:14]([CH3:13])[CH2:15][CH2:16]1. The yield is 0.700. (3) The reactants are N[CH2:2][CH:3]1[CH2:6][N:5](C(OC(C)(C)C)=O)[CH2:4]1.C(O)(C(F)(F)F)=[O:15].CCN(C(C)C)C(C)C.[N+:30]([C:33]1[CH:38]=[CH:37][CH:36]=[CH:35][C:34]=1[S:39](Cl)(=[O:41])=[O:40])([O-:32])=[O:31]. The yield is 0.260. The catalyst is C(Cl)Cl. The product is [N+:30]([C:33]1[CH:38]=[CH:37][CH:36]=[CH:35][C:34]=1[S:39]([N:5]1[CH2:4][CH:3]([CH2:2][OH:15])[CH2:6]1)(=[O:41])=[O:40])([O-:32])=[O:31]. (4) The yield is 0.560. The reactants are [C:1]([C:3]1[CH:8]=[CH:7][CH:6]=[CH:5][C:4]=1[C:9]1[CH:14]=[CH:13][C:12]([CH2:15][CH:16]([C:22](=O)[CH2:23][CH2:24][CH3:25])[C:17](OCC)=[O:18])=[CH:11][CH:10]=1)#[N:2].[O:27]1[C:31]2([CH2:36][CH2:35][CH:34]([NH:37][C:38]3[NH:42][CH:41]=[N:40][N:39]=3)[CH2:33][CH2:32]2)[O:30][CH2:29][CH2:28]1. No catalyst specified. The product is [O:27]1[C:31]2([CH2:32][CH2:33][CH:34]([N:37]3[C:17](=[O:18])[C:16]([CH2:15][C:12]4[CH:13]=[CH:14][C:9]([C:4]5[C:3]([C:1]#[N:2])=[CH:8][CH:7]=[CH:6][CH:5]=5)=[CH:10][CH:11]=4)=[C:22]([CH2:23][CH2:24][CH3:25])[N:39]4[N:40]=[CH:41][N:42]=[C:38]34)[CH2:35][CH2:36]2)[O:30][CH2:29][CH2:28]1. (5) The reactants are [F:1][C:2]1[CH:7]=[C:6]([CH2:8][C:9]2[C:14](=[O:15])[NH:13][C:12]([CH3:16])=[N:11][C:10]=2[CH2:17][CH2:18][CH3:19])[CH:5]=[CH:4][C:3]=1[C:20]1[C:21]([C:26]#[N:27])=[CH:22][CH:23]=[CH:24][CH:25]=1.[CH3:28][C:29]1([CH3:41])[CH2:33][C:32]2[CH:34]=[C:35](B(O)O)[CH:36]=[CH:37][C:31]=2[O:30]1.N1C=CC=CC=1.C(N(CC)CC)C. The catalyst is C([O-])(=O)C.[Cu+2].C([O-])(=O)C.C(OCC)(=O)C.C(Cl)Cl. The product is [CH3:28][C:29]1([CH3:41])[CH2:33][C:32]2[CH:34]=[C:35]([N:13]3[C:14](=[O:15])[C:9]([CH2:8][C:6]4[CH:5]=[CH:4][C:3]([C:20]5[C:21]([C:26]#[N:27])=[CH:22][CH:23]=[CH:24][CH:25]=5)=[C:2]([F:1])[CH:7]=4)=[C:10]([CH2:17][CH2:18][CH3:19])[N:11]=[C:12]3[CH3:16])[CH:36]=[CH:37][C:31]=2[O:30]1. The yield is 0.690. (6) The reactants are [F:1][C:2]1[C:3]([CH3:12])=[C:4]([C:10]#[N:11])[C:5](=[O:9])[NH:6][C:7]=1[CH3:8]. The catalyst is N.CO. The product is [NH2:11][CH2:10][C:4]1[C:5](=[O:9])[NH:6][C:7]([CH3:8])=[C:2]([F:1])[C:3]=1[CH3:12]. The yield is 0.200. (7) The reactants are [C:1]([O:5][C:6]([N:8]1[CH2:13][CH2:12][NH:11][CH2:10][CH2:9]1)=[O:7])([CH3:4])([CH3:3])[CH3:2].C(N(CC)CC)C.Br[CH2:22][C:23]1[CH:28]=[CH:27][C:26]([N+:29]([O-:31])=[O:30])=[CH:25][CH:24]=1. The catalyst is CC#N. The product is [C:1]([O:5][C:6]([N:8]1[CH2:13][CH2:12][N:11]([CH2:22][C:23]2[CH:28]=[CH:27][C:26]([N+:29]([O-:31])=[O:30])=[CH:25][CH:24]=2)[CH2:10][CH2:9]1)=[O:7])([CH3:4])([CH3:2])[CH3:3]. The yield is 0.950. (8) The reactants are [F:1][C:2]([F:25])([F:24])[C:3]1[CH:4]=[C:5]([NH:13][C:14](=[O:23])[C:15]2[CH:20]=[C:19]([I:21])[CH:18]=[CH:17][C:16]=2[OH:22])[CH:6]=[C:7]([C:9]([F:12])([F:11])[F:10])[CH:8]=1.[CH3:26][O:27][CH2:28]Cl.C(=O)([O-])[O-].[K+].[K+].Cl. The catalyst is CC(C)=O. The product is [F:25][C:2]([F:1])([F:24])[C:3]1[CH:4]=[C:5]([NH:13][C:14](=[O:23])[C:15]2[CH:20]=[C:19]([I:21])[CH:18]=[CH:17][C:16]=2[O:22][CH2:26][O:27][CH3:28])[CH:6]=[C:7]([C:9]([F:10])([F:11])[F:12])[CH:8]=1. The yield is 0.763. (9) The reactants are [NH2:1][C:2]1[N:6]([CH:7]2[CH2:12][CH2:11][CH2:10][N:9]([C:13]([O:15][C:16]([CH3:19])([CH3:18])[CH3:17])=[O:14])[CH2:8]2)[N:5]=[C:4]([C:20]2[CH:25]=[CH:24][C:23]([O:26][C:27]3[CH:32]=[CH:31][CH:30]=[CH:29][CH:28]=3)=[CH:22][CH:21]=2)[C:3]=1[C:33]#[N:34].CCN(CC)CC.[CH3:42][C:43]([O:46][C:47](O[C:47]([O:46][C:43]([CH3:45])([CH3:44])[CH3:42])=[O:48])=[O:48])([CH3:45])[CH3:44].O. The catalyst is CN(C1C=CN=CC=1)C.C1COCC1. The product is [C:43]([O:46][C:47]([NH:1][C:2]1[N:6]([CH:7]2[CH2:12][CH2:11][CH2:10][N:9]([C:13]([O:15][C:16]([CH3:17])([CH3:18])[CH3:19])=[O:14])[CH2:8]2)[N:5]=[C:4]([C:20]2[CH:21]=[CH:22][C:23]([O:26][C:27]3[CH:32]=[CH:31][CH:30]=[CH:29][CH:28]=3)=[CH:24][CH:25]=2)[C:3]=1[C:33]#[N:34])=[O:48])([CH3:45])([CH3:44])[CH3:42]. The yield is 0.950. (10) The reactants are [CH:1]([C:3]1[CH:12]=[CH:11][C:6]([C:7]([O:9][CH3:10])=[O:8])=[CH:5][N:4]=1)=O.[CH3:13][C:14]1[CH:19]=[C:18]([NH2:20])[CH:17]=[C:16]([CH3:21])[C:15]=1[C:22]1[CH:27]=[CH:26][C:25]([C:28]([F:31])([F:30])[F:29])=[CH:24][CH:23]=1. The catalyst is C1(C)C=CC=CC=1. The product is [CH3:13][C:14]1[CH:19]=[C:18]([NH:20][CH:1]([C:3]2[CH:12]=[CH:11][C:6]([C:7]([O:9][CH3:10])=[O:8])=[CH:5][N:4]=2)[CH2:5][CH:6]([CH3:11])[CH3:7])[CH:17]=[C:16]([CH3:21])[C:15]=1[C:22]1[CH:27]=[CH:26][C:25]([C:28]([F:30])([F:29])[F:31])=[CH:24][CH:23]=1. The yield is 0.510.